From a dataset of Full USPTO retrosynthesis dataset with 1.9M reactions from patents (1976-2016). Predict the reactants needed to synthesize the given product. (1) The reactants are: [Cl:1][C:2]1[CH:7]=[C:6]2[NH:8][C:9](=[O:41])[C@@:10]3([C@H:14]([CH:15]=[C:16]([CH3:18])[CH3:17])[NH:13][C@@H:12]([C:19]([NH:21][C:22]4[CH:30]=[CH:29][C:25]([C:26]([OH:28])=O)=[CH:24][C:23]=4[O:31][CH3:32])=[O:20])[C@@H:11]3[C:33]3[CH:38]=[CH:37][CH:36]=[C:35]([Cl:39])[C:34]=3[F:40])[C:5]2=[CH:4][CH:3]=1.[NH:42]=C=N.N. Given the product [C:26]([C:25]1[CH:29]=[CH:30][C:22]([NH:21][C:19]([CH:12]2[CH:11]([C:33]3[CH:38]=[CH:37][CH:36]=[C:35]([Cl:39])[C:34]=3[F:40])[C:10]3([C:5]4[C:6](=[CH:7][C:2]([Cl:1])=[CH:3][CH:4]=4)[NH:8][C:9]3=[O:41])[CH:14]([CH:15]=[C:16]([CH3:17])[CH3:18])[NH:13]2)=[O:20])=[C:23]([O:31][CH3:32])[CH:24]=1)(=[O:28])[NH2:42], predict the reactants needed to synthesize it. (2) Given the product [Br:23][C:24]1[CH:25]=[N:26][C:27]([CH2:30][N:6]2[CH2:7][CH2:8][C:3]([CH3:2])([C:9]([O:11][CH2:12][CH3:13])=[O:10])[CH2:4][CH2:5]2)=[N:28][CH:29]=1, predict the reactants needed to synthesize it. The reactants are: Cl.[CH3:2][C:3]1([C:9]([O:11][CH2:12][CH3:13])=[O:10])[CH2:8][CH2:7][NH:6][CH2:5][CH2:4]1.CCN(C(C)C)C(C)C.[Br:23][C:24]1[CH:25]=[N:26][C:27]([CH2:30]Br)=[N:28][CH:29]=1.CCCCCC. (3) Given the product [Br:1][C:2]1[CH:3]=[C:4]([CH:19]=[CH:20][C:21]=1[N:23]1[CH2:27][C@H:26]([OH:28])[C@@H:25]([OH:29])[CH2:24]1)[C:5]([NH:7][C:8]1[CH:13]=[CH:12][C:11]([O:14][C:15]([Cl:18])([F:17])[F:16])=[CH:10][CH:9]=1)=[O:6], predict the reactants needed to synthesize it. The reactants are: [Br:1][C:2]1[CH:3]=[C:4]([CH:19]=[CH:20][C:21]=1F)[C:5]([NH:7][C:8]1[CH:13]=[CH:12][C:11]([O:14][C:15]([Cl:18])([F:17])[F:16])=[CH:10][CH:9]=1)=[O:6].[NH:23]1[CH2:27][C@H:26]([OH:28])[C@@H:25]([OH:29])[CH2:24]1. (4) Given the product [CH2:31]([N:35]([CH2:36][CH2:37][CH2:38][CH3:39])[C:17](=[O:19])[CH2:16][N:13]1[C:12]2[CH2:11][CH2:10][CH2:9][C:8](=[O:20])[C:7]=2[C:6]2[C:14]1=[CH:15][C:3]([O:2][CH3:1])=[CH:4][CH:5]=2)[CH2:32][CH2:33][CH3:34], predict the reactants needed to synthesize it. The reactants are: [CH3:1][O:2][C:3]1[CH:15]=[C:14]2[C:6]([C:7]3[C:8](=[O:20])[CH2:9][CH2:10][CH2:11][C:12]=3[N:13]2[CH2:16][C:17]([OH:19])=O)=[CH:5][CH:4]=1.C1C=CC2N(O)N=NC=2C=1.[CH2:31]([NH:35][CH2:36][CH2:37][CH2:38][CH3:39])[CH2:32][CH2:33][CH3:34].CCN(C(C)C)C(C)C. (5) Given the product [ClH:34].[ClH:54].[C:1]([NH:5][C:6](=[O:35])[C:7]1[CH:12]=[CH:11][CH:10]=[C:9]([O:13][C:14]2[CH:19]=[CH:18][C:17]([NH:20][C:21]3[C:31]4[CH:30]=[C:29]([CH2:32][NH:39][CH2:38][C:37]#[N:36])[CH2:28][CH2:27][NH:26][C:25]=4[N:24]=[CH:23][N:22]=3)=[CH:16][C:15]=2[Cl:34])[CH:8]=1)([CH3:4])([CH3:3])[CH3:2], predict the reactants needed to synthesize it. The reactants are: [C:1]([NH:5][C:6](=[O:35])[C:7]1[CH:12]=[CH:11][CH:10]=[C:9]([O:13][C:14]2[CH:19]=[CH:18][C:17]([NH:20][C:21]3[C:31]4[CH:30]=[C:29]([CH:32]=O)[CH2:28][CH2:27][NH:26][C:25]=4[N:24]=[CH:23][N:22]=3)=[CH:16][C:15]=2[Cl:34])[CH:8]=1)([CH3:4])([CH3:3])[CH3:2].[NH2:36][CH2:37][C:38]#[N:39].C(O[BH-](OC(=O)C)OC(=O)C)(=O)C.[Na+].[ClH:54].C(OCC)(=O)C. (6) Given the product [C:1]([O:5][C:6]([NH:8][CH2:9][CH2:10][CH:11]1[CH2:17][CH2:18][N:19]([C:20]2[CH:22]=[CH:31][CH:32]=[CH:27][N:28]=2)[CH2:23][CH2:25]1)=[O:7])([CH3:2])([CH3:4])[CH3:3], predict the reactants needed to synthesize it. The reactants are: [C:1]([O:5][C:6]([NH:8][CH2:9][CH2:10][CH:11]1CCCCN1)=[O:7])([CH3:4])([CH3:3])[CH3:2].[CH3:17][CH2:18][N:19]([CH:23]([CH3:25])C)[CH:20]([CH3:22])C.F[C:27]1[CH:32]=[CH:31]C=C[N:28]=1. (7) The reactants are: [CH:1]1([N:5]2[CH2:11][CH2:10][C:9]3[S:12][C:13]([C:15]4[CH:16]=[CH:17]C(C#N)=[N:19][CH:20]=4)=[N:14][C:8]=3[CH2:7][CH2:6]2)[CH2:4][CH2:3][CH2:2]1.[OH-:23].[Na+].[CH2:25]([OH:27])[CH3:26]. Given the product [CH:1]1([N:5]2[CH2:11][CH2:10][C:9]3[S:12][C:13]([C:15]4[CH:16]=[CH:17][C:26]([C:25]([OH:23])=[O:27])=[N:19][CH:20]=4)=[N:14][C:8]=3[CH2:7][CH2:6]2)[CH2:4][CH2:3][CH2:2]1, predict the reactants needed to synthesize it. (8) The reactants are: FC(F)(F)S(O[C:7]1[CH:8]=[N:9][C:10]([Cl:23])=[CH:11][C:12]=1[C:13]1[NH:14][C:15]2[C:20]([CH:21]=1)=[C:19]([F:22])[CH:18]=[CH:17][CH:16]=2)(=O)=O.[CH2:26]([Sn](CCCC)(CCCC)C(C)=C)[CH2:27][CH2:28]C. Given the product [Cl:23][C:10]1[CH:11]=[C:12]([C:13]2[NH:14][C:15]3[C:20]([CH:21]=2)=[C:19]([F:22])[CH:18]=[CH:17][CH:16]=3)[C:7]([C:27]([CH3:28])=[CH2:26])=[CH:8][N:9]=1, predict the reactants needed to synthesize it. (9) Given the product [C:22]([O:11][C@@H:4]([C:5]1[CH:10]=[CH:9][CH:8]=[CH:7][CH:6]=1)[C:13]#[N:12])(=[O:24])[CH3:21], predict the reactants needed to synthesize it. The reactants are: [C-]#N.[K+].[CH:4](=[O:11])[C:5]1[CH:10]=[CH:9][CH:8]=[CH:7][CH:6]=1.[N:12]1C(C)=CC=C[C:13]=1C.O.[CH3:21][C:22]([O:24]C(C)=O)=O. (10) Given the product [C:1]([O:4][C@H:5]1[CH2:22][C@@H:21]([O:23][C:24](=[O:26])[CH3:25])[C@@:20]2([CH3:27])[C:7](=[CH:8][C:9](=[N:30][OH:31])[C@@H:10]3[C@@H:19]2[CH2:18][CH2:17][C@@:15]2([CH3:16])[C@H:11]3[CH2:12][CH2:13][CH2:14]2)[CH2:6]1)(=[O:3])[CH3:2], predict the reactants needed to synthesize it. The reactants are: [C:1]([O:4][C@H:5]1[CH2:22][C@@H:21]([O:23][C:24](=[O:26])[CH3:25])[C@@:20]2([CH3:27])[C:7](=[CH:8][C:9](=O)[C@@H:10]3[C@@H:19]2[CH2:18][CH2:17][C@@:15]2([CH3:16])[C@H:11]3[CH2:12][CH2:13][CH2:14]2)[CH2:6]1)(=[O:3])[CH3:2].Cl.[NH2:30][OH:31].O.